This data is from Reaction yield outcomes from USPTO patents with 853,638 reactions. The task is: Predict the reaction yield, written as a fraction of the theoretical maximum amount of product (1.0 means a 100% yield; for example, 0.34 means a 34% yield). (1) The reactants are [CH3:1][CH2:2][N:3]([CH2:6][CH2:7][NH:8][C:9]([C:11]1[C:15]([CH3:16])=[C:14](/[CH:17]=[C:18]2/[C:19]3[CH:24]=[C:23]([F:25])[CH:22]=[CH:21][C:20]=3[NH:26][C:27]/2=[O:28])[NH:13][C:12]=1[CH3:29])=[O:10])[CH2:4][CH3:5].[C:30]([OH:33])(=[O:32])[CH3:31]. The catalyst is C(O)CCC. The product is [CH3:1][CH2:2][N:3]([CH2:6][CH2:7][NH:8][C:9]([C:11]1[C:15]([CH3:16])=[C:14](/[CH:17]=[C:18]2/[C:19]3[CH:24]=[C:23]([F:25])[CH:22]=[CH:21][C:20]=3[NH:26][C:27]/2=[O:28])[NH:13][C:12]=1[CH3:29])=[O:10])[CH2:4][CH3:5].[C:30]([O-:33])(=[O:32])[CH3:31]. The yield is 0.940. (2) The reactants are [NH2:1][C:2]1[CH:3]=[CH:4][C:5](Cl)=[C:6]([CH:9]=1)[C:7]#[N:8].[CH3:11][N:12]1[C:16]([C:17]#[N:18])=[CH:15][CH:14]=[C:13]1B(O)O.[F-].[K+].[Br-]. The catalyst is O1CCCC1.C1C=CC(/C=C/C(/C=C/C2C=CC=CC=2)=O)=CC=1.C1C=CC(/C=C/C(/C=C/C2C=CC=CC=2)=O)=CC=1.C1C=CC(/C=C/C(/C=C/C2C=CC=CC=2)=O)=CC=1.[Pd].[Pd].C(P(C(C)(C)C)C(C)(C)C)(C)(C)C. The product is [NH2:1][C:2]1[CH:3]=[CH:4][C:5]([C:13]2[N:12]([CH3:11])[C:16]([C:17]#[N:18])=[CH:15][CH:14]=2)=[C:6]([C:7]#[N:8])[CH:9]=1. The yield is 0.920. (3) The reactants are [F:1][C:2]([F:7])([F:6])[C:3](O)=O.[CH3:8][N:9]1[CH:13]=[C:12]([C:14]2[N:19]=[C:18]([C:20]3[CH:24]=[CH:23][N:22]([C:25]4([CH2:29][C:30]#[N:31])[CH2:28][NH:27][CH2:26]4)[CH:21]=3)[N:17]3[CH:32]=[CH:33][N:34]=[C:16]3[CH:15]=2)[CH:11]=[N:10]1.CCN(C(C)C)C(C)C.FC(F)(F)S(OCC(F)(F)F)(=O)=O. The catalyst is CN(C=O)C.C(Cl)Cl. The product is [CH3:8][N:9]1[CH:13]=[C:12]([C:14]2[N:19]=[C:18]([C:20]3[CH:24]=[CH:23][N:22]([C:25]4([CH2:29][C:30]#[N:31])[CH2:28][N:27]([CH2:3][C:2]([F:7])([F:6])[F:1])[CH2:26]4)[CH:21]=3)[N:17]3[CH:32]=[CH:33][N:34]=[C:16]3[CH:15]=2)[CH:11]=[N:10]1. The yield is 0.310. (4) The reactants are [NH2:1][C:2]1[CH:7]=[CH:6][C:5]([C:8]2[N:13]=[C:12]([N:14]3[CH2:20][CH:19]4[O:21][CH:16]([CH2:17][CH2:18]4)[CH2:15]3)[N:11]=[C:10]([C:22]3[CH:27]=[CH:26][C:25]([NH:28][C:29]([NH:31][CH3:32])=[O:30])=[CH:24][CH:23]=3)[N:9]=2)=[CH:4][CH:3]=1.[C:33]([C:36]1[CH:37]=[C:38]([NH:42][C:43](=O)[O:44]C2C=CC=CC=2)[CH:39]=[CH:40][CH:41]=1)(=[O:35])[NH2:34]. No catalyst specified. The product is [CH3:32][NH:31][C:29]([NH:28][C:25]1[CH:26]=[CH:27][C:22]([C:10]2[N:11]=[C:12]([N:14]3[CH2:20][CH:19]4[O:21][CH:16]([CH2:17][CH2:18]4)[CH2:15]3)[N:13]=[C:8]([C:5]3[CH:4]=[CH:3][C:2]([NH:1][C:43]([NH:42][C:38]4[CH:37]=[C:36]([CH:41]=[CH:40][CH:39]=4)[C:33]([NH2:34])=[O:35])=[O:44])=[CH:7][CH:6]=3)[N:9]=2)=[CH:23][CH:24]=1)=[O:30]. The yield is 0.130. (5) The reactants are OC1C([N+]([O-])=O)([N+]([O-])=O)C(O)=[N:5][C:4](=[C:15]([N+:19]([O-:21])=[O:20])[N+:16]([O-:18])=[O:17])[N:3]=1.OC1C=C(O)N=C(C)N=1. No catalyst specified. The product is [NH2:3][C:4]([NH2:5])=[C:15]([N+:19]([O-:21])=[O:20])[N+:16]([O-:18])=[O:17]. The yield is 0.850. (6) The reactants are [CH3:1][O:2][C:3]1[CH:8]=[CH:7][C:6]([C:9]2[CH:17]=[CH:16][CH:15]=[C:14]3[C:10]=2[CH2:11][C:12](=[O:18])[NH:13]3)=[CH:5][CH:4]=1.[CH3:19][C:20]1[C:24]([C:25]([N:27]2[CH2:32][CH2:31][N:30]([CH3:33])[CH2:29][CH2:28]2)=[O:26])=[CH:23][NH:22][C:21]=1[CH:34]=O. The catalyst is C(O)C.N1CCCCC1. The product is [CH3:1][O:2][C:3]1[CH:8]=[CH:7][C:6]([C:9]2[CH:17]=[CH:16][CH:15]=[C:14]3[C:10]=2[C:11](=[CH:34][C:21]2[NH:22][CH:23]=[C:24]([C:25]([N:27]4[CH2:28][CH2:29][N:30]([CH3:33])[CH2:31][CH2:32]4)=[O:26])[C:20]=2[CH3:19])[C:12](=[O:18])[NH:13]3)=[CH:5][CH:4]=1. The yield is 0.820. (7) The reactants are [CH3:1][C:2]([CH3:4])=O.[N+:5]([C:8]1[CH:9]=[CH:10][C:11]2[O:17][CH2:16][CH2:15][CH2:14][NH:13][C:12]=2[CH:18]=1)([O-:7])=[O:6].C(O[BH-](OC(=O)C)OC(=O)C)(=O)C.[Na+]. The catalyst is ClCCCl.C(Cl)Cl.C(=O)(O)[O-].[Na+].[Ti](Cl)(Cl)(Cl)Cl. The product is [CH:2]([N:13]1[C:12]2[CH:18]=[C:8]([N+:5]([O-:7])=[O:6])[CH:9]=[CH:10][C:11]=2[O:17][CH2:16][CH2:15][CH2:14]1)([CH3:4])[CH3:1]. The yield is 0.420. (8) The reactants are [C:1]([O:5][C:6]([N:8]1[CH2:13][CH2:12][CH:11]([C:14]2[CH:19]=[CH:18][C:17]([O:20][CH2:21][CH2:22][CH2:23][O:24][CH2:25][C:26]3[CH:31]=[CH:30][CH:29]=[CH:28][C:27]=3[O:32][CH3:33])=[CH:16][CH:15]=2)[CH:10]([NH2:34])[CH2:9]1)=[O:7])([CH3:4])([CH3:3])[CH3:2].[CH3:35][O:36][C:37]([C:39]1[C:48]2[C:43](=[CH:44][C:45]([CH2:49]Br)=[CH:46][CH:47]=2)[CH:42]=[CH:41][CH:40]=1)=[O:38].C(N(CC)CC)C. The catalyst is O1CCCC1. The product is [C:1]([O:5][C:6]([N:8]1[CH2:13][CH2:12][CH:11]([C:14]2[CH:19]=[CH:18][C:17]([O:20][CH2:21][CH2:22][CH2:23][O:24][CH2:25][C:26]3[CH:31]=[CH:30][CH:29]=[CH:28][C:27]=3[O:32][CH3:33])=[CH:16][CH:15]=2)[CH:10]([NH:34][CH2:49][C:45]2[CH:46]=[CH:47][C:48]3[C:43](=[CH:42][CH:41]=[CH:40][C:39]=3[C:37]([O:36][CH3:35])=[O:38])[CH:44]=2)[CH2:9]1)=[O:7])([CH3:3])([CH3:4])[CH3:2]. The yield is 0.420.